This data is from Full USPTO retrosynthesis dataset with 1.9M reactions from patents (1976-2016). The task is: Predict the reactants needed to synthesize the given product. Given the product [NH2:18][CH2:19][C:20]1[CH:25]=[CH:24][C:23]([C:2]2[N:6]3[N:7]=[C:8]([NH:12][CH2:13][CH2:14][CH2:15][CH3:16])[C:9]([CH3:11])=[CH:10][C:5]3=[N:4][CH:3]=2)=[CH:22][CH:21]=1, predict the reactants needed to synthesize it. The reactants are: Br[C:2]1[N:6]2[N:7]=[C:8]([NH:12][CH2:13][CH2:14][CH2:15][CH3:16])[C:9]([CH3:11])=[CH:10][C:5]2=[N:4][CH:3]=1.Cl.[NH2:18][CH2:19][C:20]1[CH:25]=[CH:24][C:23](B(O)O)=[CH:22][CH:21]=1.C([O-])([O-])=O.[K+].[K+].